Predict the reactants needed to synthesize the given product. From a dataset of Full USPTO retrosynthesis dataset with 1.9M reactions from patents (1976-2016). (1) Given the product [CH2:17]([NH:16][C:11]1=[N:12][C:13](=[O:15])[S:14]/[C:10]/1=[CH:9]\[CH:6]1[CH2:7][CH2:8][N:3]([CH2:27][C:28]2[CH:33]=[CH:32][CH:31]=[CH:30][C:29]=2[C:34]([F:35])([F:36])[F:37])[CH2:4][CH2:5]1)[C:18]#[CH:19], predict the reactants needed to synthesize it. The reactants are: Cl.Cl.[NH:3]1[CH2:8][CH2:7][CH:6](/[CH:9]=[C:10]2/[C:11]([NH:16][CH2:17][C:18]#[CH:19])=[N:12][C:13](=[O:15])[S:14]/2)[CH2:5][CH2:4]1.C(=O)([O-])[O-].[K+].[K+].Br[CH2:27][C:28]1[CH:33]=[CH:32][CH:31]=[CH:30][C:29]=1[C:34]([F:37])([F:36])[F:35].O. (2) Given the product [Cl:26][C:27]1[C:28]([C:7]2[CH:6]=[CH:5][N:4]=[C:3]([N:9]3[CH:14]=[CH:13][C:12](=[O:15])[C:11]([O:16][CH2:17][C:18]4[CH:23]=[CH:22][C:21]([O:24][CH3:25])=[CH:20][CH:19]=4)=[CH:10]3)[C:2]=2[F:1])=[C:29]2[CH:35]=[CH:34][NH:33][C:30]2=[N:31][CH:32]=1, predict the reactants needed to synthesize it. The reactants are: [F:1][C:2]1[C:3]([N:9]2[CH:14]=[CH:13][C:12](=[O:15])[C:11]([O:16][CH2:17][C:18]3[CH:23]=[CH:22][C:21]([O:24][CH3:25])=[CH:20][CH:19]=3)=[CH:10]2)=[N:4][CH:5]=[CH:6][C:7]=1I.[Cl:26][C:27]1[C:28](B2OC(C)(C)C(C)(C)O2)=[C:29]2[CH:35]=[CH:34][N:33]([Si](C(C)C)(C(C)C)C(C)C)[C:30]2=[N:31][CH:32]=1.C(=O)([O-])[O-].[Cs+].[Cs+].